This data is from M1 muscarinic receptor agonist screen with 61,833 compounds. The task is: Binary Classification. Given a drug SMILES string, predict its activity (active/inactive) in a high-throughput screening assay against a specified biological target. (1) The drug is O=C1N(CCN(CC)C1=O)CC(=O)Nc1c(cc(cc1)C)C. The result is 0 (inactive). (2) The molecule is S(=O)(=O)(N(C)C)c1ccc(C(=O)NC(c2ccccc2)C)cc1. The result is 0 (inactive). (3) The compound is O(C(=O)Cn1c(=O)c2c(n(nc2)c2ccc(OC)cc2)nc1)Cc1ccccc1. The result is 0 (inactive). (4) The compound is Clc1c(NC(=O)c2cc(F)ccc2)nccc1. The result is 0 (inactive).